Dataset: NCI-60 drug combinations with 297,098 pairs across 59 cell lines. Task: Regression. Given two drug SMILES strings and cell line genomic features, predict the synergy score measuring deviation from expected non-interaction effect. (1) Drug 1: C1CC(=O)NC(=O)C1N2C(=O)C3=CC=CC=C3C2=O. Drug 2: CC(C)CN1C=NC2=C1C3=CC=CC=C3N=C2N. Cell line: HOP-92. Synergy scores: CSS=-1.58, Synergy_ZIP=-2.94, Synergy_Bliss=-10.1, Synergy_Loewe=-6.66, Synergy_HSA=-8.87. (2) Cell line: LOX IMVI. Drug 2: CC1C(C(CC(O1)OC2CC(CC3=C2C(=C4C(=C3O)C(=O)C5=C(C4=O)C(=CC=C5)OC)O)(C(=O)CO)O)N)O.Cl. Drug 1: CC12CCC3C(C1CCC2=O)CC(=C)C4=CC(=O)C=CC34C. Synergy scores: CSS=51.3, Synergy_ZIP=0.867, Synergy_Bliss=0.470, Synergy_Loewe=-4.34, Synergy_HSA=2.24.